Dataset: Forward reaction prediction with 1.9M reactions from USPTO patents (1976-2016). Task: Predict the product of the given reaction. (1) Given the reactants [Cl:1][C:2]1[CH:3]=[CH:4][C:5]([O:15][CH2:16][C:17]2[CH:22]=[CH:21][C:20]([Br:23])=[CH:19][C:18]=2[F:24])=[C:6]([C:8](=O)[CH2:9][CH2:10][C:11](=O)[CH3:12])[CH:7]=1.[CH3:25][O:26][C:27](=[O:39])[C:28]1[C:33]([NH:34][C:35](=[O:37])[CH3:36])=[CH:32][CH:31]=[C:30]([NH2:38])[CH:29]=1.CC1C=CC(S(O)(=O)=O)=CC=1, predict the reaction product. The product is: [CH3:25][O:26][C:27](=[O:39])[C:28]1[C:33]([NH:34][C:35](=[O:37])[CH3:36])=[CH:32][CH:31]=[C:30]([N:38]2[C:11]([CH3:12])=[CH:10][CH:9]=[C:8]2[C:6]2[CH:7]=[C:2]([Cl:1])[CH:3]=[CH:4][C:5]=2[O:15][CH2:16][C:17]2[CH:22]=[CH:21][C:20]([Br:23])=[CH:19][C:18]=2[F:24])[CH:29]=1. (2) Given the reactants [CH2:1]([O:8][C:9]1[CH:14]=[CH:13][C:12]([CH3:15])=[CH:11][C:10]=1Br)[C:2]1[CH:7]=[CH:6][CH:5]=[CH:4][CH:3]=1.[Li]CCCC.[CH3:22][C@H:23]1[CH2:25][O:24]1.B(F)(F)F.CCOCC, predict the reaction product. The product is: [CH2:1]([O:8][C:9]1[CH:14]=[CH:13][C:12]([CH3:15])=[CH:11][C:10]=1[CH2:22][C@@H:23]([OH:24])[CH3:25])[C:2]1[CH:7]=[CH:6][CH:5]=[CH:4][CH:3]=1. (3) Given the reactants C([O:3][C:4](=[O:26])[C:5]([O:15][C:16]1[CH:21]=[CH:20][CH:19]=[C:18]([C:22]([CH3:25])([CH3:24])[CH3:23])[CH:17]=1)([CH3:14])[CH2:6][C:7]1[CH:12]=[CH:11][C:10]([OH:13])=[CH:9][CH:8]=1)C.[CH3:27][C:28]1[O:32][C:31]([C:33]2[S:34][CH:35]=[CH:36][CH:37]=2)=[N:30][C:29]=1[CH2:38][CH2:39]OS(C1C=CC(C)=CC=1)(=O)=O, predict the reaction product. The product is: [C:22]([C:18]1[CH:17]=[C:16]([CH:21]=[CH:20][CH:19]=1)[O:15][C:5]([CH3:14])([CH2:6][C:7]1[CH:8]=[CH:9][C:10]([O:13][CH2:39][CH2:38][C:29]2[N:30]=[C:31]([C:33]3[S:34][CH:35]=[CH:36][CH:37]=3)[O:32][C:28]=2[CH3:27])=[CH:11][CH:12]=1)[C:4]([OH:3])=[O:26])([CH3:25])([CH3:24])[CH3:23]. (4) Given the reactants N(C(OC(C)C)=O)=NC(OC(C)C)=O.C1(P(C2C=CC=CC=2)C2C=CC=CC=2)C=CC=CC=1.[Cl:34][C:35]1[C:36]2[C:43]([I:44])=[CH:42][NH:41][C:37]=2[N:38]=[CH:39][N:40]=1.O[CH:46]1[CH2:51][CH2:50][N:49]([C:52]([O:54][C:55]([CH3:58])([CH3:57])[CH3:56])=[O:53])[CH2:48][CH2:47]1, predict the reaction product. The product is: [Cl:34][C:35]1[C:36]2[C:43]([I:44])=[CH:42][N:41]([CH:46]3[CH2:51][CH2:50][N:49]([C:52]([O:54][C:55]([CH3:58])([CH3:57])[CH3:56])=[O:53])[CH2:48][CH2:47]3)[C:37]=2[N:38]=[CH:39][N:40]=1. (5) The product is: [Cl:11][C:9]1[CH:8]=[CH:7][C:5]2[S:6][C:2]([CH3:12])=[CH:3][C:4]=2[CH:10]=1. Given the reactants Br[C:2]1[S:6][C:5]2[CH:7]=[CH:8][C:9]([Cl:11])=[CH:10][C:4]=2[CH:3]=1.[CH2:12]([Li])CCC.IC.O, predict the reaction product. (6) Given the reactants [CH2:1]([NH:3][C:4]([NH:6][C:7]1[CH:12]=[CH:11][C:10]([C:13]2[N:14]=[C:15]([N:23]3[CH2:28][CH2:27][O:26][CH2:25][C@@H:24]3[CH3:29])[C:16]3[CH2:22][CH2:21][NH:20][CH2:19][C:17]=3[N:18]=2)=[CH:9][CH:8]=1)=[O:5])[CH3:2].[CH:30](O)=[O:31], predict the reaction product. The product is: [CH2:1]([NH:3][C:4]([NH:6][C:7]1[CH:8]=[CH:9][C:10]([C:13]2[N:14]=[C:15]([N:23]3[CH2:28][CH2:27][O:26][CH2:25][C@@H:24]3[CH3:29])[C:16]3[CH2:22][CH2:21][N:20]([CH:30]=[O:31])[CH2:19][C:17]=3[N:18]=2)=[CH:11][CH:12]=1)=[O:5])[CH3:2]. (7) Given the reactants [C:1]([C:3]1[CH:4]=[C:5]([N+:10]([O-:12])=[O:11])[C:6]([CH3:9])=[N:7][CH:8]=1)#[CH:2].Cl.[CH3:14][NH:15][CH3:16].C([BH3-])#N.[Na+], predict the reaction product. The product is: [CH3:14][N:15]([CH3:16])[CH2:2][CH2:1][C:3]1[CH:8]=[N:7][C:6]([CH3:9])=[C:5]([N+:10]([O-:12])=[O:11])[CH:4]=1. (8) Given the reactants [Al].O.[CH3:3][C:4]1[O:8][C:7]([C:9]2[CH:14]=[CH:13][CH:12]=[CH:11][CH:10]=2)=[N:6][C:5]=1[CH2:15][CH2:16][O:17][C:18]1[C:26]2[CH:25]=[CH:24][S:23][C:22]=2[C:21]([CH:27]=[C:28]2[S:32][C:31](=[O:33])[NH:30][C:29]2=[O:34])=[CH:20][CH:19]=1, predict the reaction product. The product is: [CH3:3][C:4]1[O:8][C:7]([C:9]2[CH:14]=[CH:13][CH:12]=[CH:11][CH:10]=2)=[N:6][C:5]=1[CH2:15][CH2:16][O:17][C:18]1[C:26]2[CH:25]=[CH:24][S:23][C:22]=2[C:21]([CH2:27][CH:28]2[S:32][C:31](=[O:33])[NH:30][C:29]2=[O:34])=[CH:20][CH:19]=1. (9) Given the reactants [CH2:1]([O:8][C:9]([NH:11][C@@H:12]([CH2:17][C:18](=[O:46])[NH:19][C:20]1[CH:32]=[CH:31][C:30]2[C:29]3[C:24](=[CH:25][C:26]([Sn](CCCC)(CCCC)CCCC)=[CH:27][CH:28]=3)[CH2:23][C:22]=2[CH:21]=1)[C:13]([O:15][CH3:16])=[O:14])=[O:10])[C:2]1[CH:7]=[CH:6][CH:5]=[CH:4][CH:3]=1.[F:47][BH-](F)F.F[BH-](F)F.ClC[N+]12CC[N+](F)(CC1)CC2, predict the reaction product. The product is: [CH2:1]([O:8][C:9]([NH:11][C@@H:12]([CH2:17][C:18]([NH:19][C:20]1[CH:32]=[CH:31][C:30]2[C:29]3[C:24](=[CH:25][C:26]([F:47])=[CH:27][CH:28]=3)[CH2:23][C:22]=2[CH:21]=1)=[O:46])[C:13]([O:15][CH3:16])=[O:14])=[O:10])[C:2]1[CH:7]=[CH:6][CH:5]=[CH:4][CH:3]=1. (10) Given the reactants [CH2:1]([N:8]1[CH2:13][CH2:12][O:11][C:10](=[O:14])[C@H:9]1[C:15]1[CH:20]=[CH:19][CH:18]=[CH:17][CH:16]=1)[C:2]1[CH:7]=[CH:6][CH:5]=[CH:4][CH:3]=1.CC(C[AlH]CC(C)C)C, predict the reaction product. The product is: [CH2:1]([N:8]1[CH2:13][CH2:12][O:11][C@H:10]([OH:14])[C@H:9]1[C:15]1[CH:20]=[CH:19][CH:18]=[CH:17][CH:16]=1)[C:2]1[CH:3]=[CH:4][CH:5]=[CH:6][CH:7]=1.